This data is from Forward reaction prediction with 1.9M reactions from USPTO patents (1976-2016). The task is: Predict the product of the given reaction. (1) Given the reactants [N:1]1[N:5]2[CH:6]=[C:7]([C:10]([OH:12])=O)[CH:8]=[N:9][C:4]2=[CH:3][CH:2]=1.C(Cl)[Cl:14], predict the reaction product. The product is: [N:1]1[N:5]2[CH:6]=[C:7]([C:10]([Cl:14])=[O:12])[CH:8]=[N:9][C:4]2=[CH:3][CH:2]=1. (2) Given the reactants P(Cl)(Cl)(Cl)=O.[CH3:6][O:7][C:8]([C:10]1[CH:14]=[CH:13][O:12][C:11]=1[CH3:15])=[O:9].[OH-].[Na+].CN([CH:21]=[O:22])C, predict the reaction product. The product is: [CH3:6][O:7][C:8]([C:10]1[CH:14]=[C:13]([CH:21]=[O:22])[O:12][C:11]=1[CH3:15])=[O:9]. (3) The product is: [C:33]([C:32]1[N:31]=[CH:30][C:29]([NH:35][C@@H:36]2[CH2:41][CH2:40][CH2:39][CH2:38][C@@H:37]2[NH:42][C:43](=[O:49])[O:44][C:45]([CH3:48])([CH3:47])[CH3:46])=[CH:28][C:27]=1[NH:26][C:21]1[CH:20]=[C:19]([C:1]2[CH:6]=[CH:5][CH:4]=[CH:3][CH:2]=2)[CH:24]=[C:23]([CH3:25])[N:22]=1)#[N:34]. Given the reactants [C:1]1(B(O)O)[CH:6]=[CH:5][CH:4]=[CH:3][CH:2]=1.[O-]P([O-])([O-])=O.[K+].[K+].[K+].Cl[C:19]1[CH:24]=[C:23]([CH3:25])[N:22]=[C:21]([NH:26][C:27]2[CH:28]=[C:29]([NH:35][C@@H:36]3[CH2:41][CH2:40][CH2:39][CH2:38][C@@H:37]3[NH:42][C:43](=[O:49])[O:44][C:45]([CH3:48])([CH3:47])[CH3:46])[CH:30]=[N:31][C:32]=2[C:33]#[N:34])[CH:20]=1, predict the reaction product. (4) Given the reactants [CH2:1]([C:3]1[C:8]([C:9](OC)=[O:10])=[CH:7][CH:6]=[CH:5][C:4]=1[C:13]1[CH:18]=[CH:17][C:16]([O:19][CH3:20])=[CH:15][CH:14]=1)[CH3:2].[H-].[Al+3].[Li+].[H-].[H-].[H-].O.[OH-].[Na+], predict the reaction product. The product is: [CH2:1]([C:3]1[C:8]([CH2:9][OH:10])=[CH:7][CH:6]=[CH:5][C:4]=1[C:13]1[CH:14]=[CH:15][C:16]([O:19][CH3:20])=[CH:17][CH:18]=1)[CH3:2]. (5) The product is: [N:1]1[N:2]=[C:3]([C:6]2[CH:7]=[CH:8][C:9]([CH2:10][CH2:11][NH2:12])=[CH:19][CH:20]=2)[NH:4][CH:5]=1. Given the reactants [N:1]1[N:2]=[C:3]([C:6]2[CH:20]=[CH:19][C:9]([CH2:10][CH2:11][NH:12]C(=O)C(F)(F)F)=[CH:8][CH:7]=2)[NH:4][CH:5]=1.[OH-].[Na+], predict the reaction product. (6) Given the reactants [F:1][C:2]1[C:3]([O:31][CH3:32])=[CH:4][C:5]([CH2:26][C:27]([F:30])([F:29])[F:28])=[C:6]([C:8]2[N:13]=[CH:12][C:11]3[C:14]([I:25])=[N:15][N:16]([CH2:17][O:18][CH2:19][CH2:20][Si:21]([CH3:24])([CH3:23])[CH3:22])[C:10]=3[CH:9]=2)[CH:7]=1.[CH3:33][N:34]([S:55]([CH3:58])(=[O:57])=[O:56])[C:35]1[CH:54]=[CH:53][CH:52]=[CH:51][C:36]=1[CH2:37][NH:38]C(=O)OC1C=CC([N+]([O-])=O)=CC=1, predict the reaction product. The product is: [F:1][C:2]1[C:3]([O:31][CH3:32])=[CH:4][C:5]([CH2:26][C:27]([F:29])([F:28])[F:30])=[C:6]([C:8]2[N:13]=[C:12]([NH:38][CH2:37][C:36]3[CH:51]=[CH:52][CH:53]=[CH:54][C:35]=3[N:34]([CH3:33])[S:55]([CH3:58])(=[O:57])=[O:56])[C:11]3[C:14]([I:25])=[N:15][N:16]([CH2:17][O:18][CH2:19][CH2:20][Si:21]([CH3:24])([CH3:22])[CH3:23])[C:10]=3[CH:9]=2)[CH:7]=1. (7) Given the reactants [F:1][C:2]1([F:35])[CH2:4][CH:3]1[CH2:5][O:6][C:7]1[CH:34]=[CH:33][C:10]2[N:11]=[C:12]([C:14]3[N:19]=[CH:18][C:17]([O:20][CH2:21][C@@H:22]([NH:24][C:25](=[O:31])OC(C)(C)C)[CH3:23])=[CH:16][C:15]=3[F:32])[O:13][C:9]=2[CH:8]=1.Cl.[C:37](OCC)(=O)C, predict the reaction product. The product is: [F:35][C:2]1([F:1])[CH2:4][CH:3]1[CH2:5][O:6][C:7]1[CH:34]=[CH:33][C:10]2[N:11]=[C:12]([C:14]3[N:19]=[CH:18][C:17]([O:20][CH2:21][C@@H:22]([NH:24][C:25](=[O:31])[CH3:37])[CH3:23])=[CH:16][C:15]=3[F:32])[O:13][C:9]=2[CH:8]=1. (8) Given the reactants Cl.C(OC([N:9]1[CH2:14][C@H:13]2[C@H:11]([CH2:12]2)[C@H:10]1[CH2:15][NH:16][C:17]1[N:22]=[CH:21][C:20]([Br:23])=[CH:19][N:18]=1)=O)(C)(C)C, predict the reaction product. The product is: [C@H:11]12[CH2:12][C@H:13]1[CH2:14][NH:9][C@@H:10]2[CH2:15][NH:16][C:17]1[N:22]=[CH:21][C:20]([Br:23])=[CH:19][N:18]=1. (9) The product is: [OH:33][C@@H:30]([CH2:31][OH:32])[CH2:29][O:1][C:2]1[C:7]([CH3:8])=[CH:6][C:5]([CH2:9][CH2:10][C:11]([C:13]2[S:14][C:15]([CH2:24][CH2:25][CH3:26])=[C:16]([C:18]3[CH:23]=[CH:22][CH:21]=[CH:20][CH:19]=3)[CH:17]=2)=[O:12])=[CH:4][C:3]=1[CH3:27]. Given the reactants [OH:1][C:2]1[C:7]([CH3:8])=[CH:6][C:5]([CH2:9][CH2:10][C:11]([C:13]2[S:14][C:15]([CH2:24][CH2:25][CH3:26])=[C:16]([C:18]3[CH:23]=[CH:22][CH:21]=[CH:20][CH:19]=3)[CH:17]=2)=[O:12])=[CH:4][C:3]=1[CH3:27].Cl[CH2:29][C@@H:30]([OH:33])[CH2:31][OH:32], predict the reaction product. (10) Given the reactants [CH3:1][C:2]1[C:6]2[CH:7]=[C:8]([CH3:11])[CH:9]=[CH:10][C:5]=2[O:4][C:3]=1[CH:12]=[O:13].[CH:14]1([Mg]Br)[CH2:19][CH2:18][CH2:17][CH2:16][CH2:15]1.[Cl-].[NH4+], predict the reaction product. The product is: [CH:14]1([CH:12]([C:3]2[O:4][C:5]3[CH:10]=[CH:9][C:8]([CH3:11])=[CH:7][C:6]=3[C:2]=2[CH3:1])[OH:13])[CH2:19][CH2:18][CH2:17][CH2:16][CH2:15]1.